From a dataset of CYP2D6 inhibition data for predicting drug metabolism from PubChem BioAssay. Regression/Classification. Given a drug SMILES string, predict its absorption, distribution, metabolism, or excretion properties. Task type varies by dataset: regression for continuous measurements (e.g., permeability, clearance, half-life) or binary classification for categorical outcomes (e.g., BBB penetration, CYP inhibition). Dataset: cyp2d6_veith. (1) The result is 1 (inhibitor). The drug is O=C(O)c1ccc(Nc2ccnc3cc(Cl)ccc23)cc1O. (2) The drug is C[C@@H](Cc1ccccc1)NCCC(c1ccccc1)c1ccccc1.C[C@H](O)C(=O)O. The result is 1 (inhibitor).